Dataset: Forward reaction prediction with 1.9M reactions from USPTO patents (1976-2016). Task: Predict the product of the given reaction. (1) Given the reactants [Br:1][C:2]1[CH:3]=[C:4]2[CH:10]=[CH:9][N:8]([CH2:11][O:12][C:13](=[O:18])[C:14]([CH3:17])([CH3:16])[CH3:15])[C:5]2=[N:6][CH:7]=1.P(Cl)(Cl)(Cl)=O.CN(C)[CH:26]=[O:27], predict the reaction product. The product is: [Br:1][C:2]1[CH:3]=[C:4]2[C:10]([CH:26]=[O:27])=[CH:9][N:8]([CH2:11][O:12][C:13](=[O:18])[C:14]([CH3:15])([CH3:17])[CH3:16])[C:5]2=[N:6][CH:7]=1. (2) Given the reactants [CH2:1]([C@@H:8]1[C@@H:12]([CH2:13][OH:14])[C@H:11]([CH3:15])[O:10][C:9]1=[O:16])[C:2]1[CH:7]=[CH:6][CH:5]=[CH:4][CH:3]=1, predict the reaction product. The product is: [CH2:1]([C@@H:8]1[C@@H:12]([CH2:13][O:14][CH2:3][C:2]([CH3:7])=[CH2:1])[C@H:11]([CH3:15])[O:10][C:9]1=[O:16])[C:2]1[CH:3]=[CH:4][CH:5]=[CH:6][CH:7]=1. (3) Given the reactants [Cl:1][C:2]1[N:7]=[C:6](Cl)[C:5]([C:9]([F:12])([F:11])[F:10])=[CH:4][N:3]=1.[NH2:13][C@@H:14]1[CH2:19][CH2:18][CH2:17][N:16]([C:20]([O:22][C:23]([CH3:26])([CH3:25])[CH3:24])=[O:21])[CH2:15]1.C(N(CC)CC)C, predict the reaction product. The product is: [Cl:1][C:2]1[N:7]=[C:6]([NH:13][C@@H:14]2[CH2:19][CH2:18][CH2:17][N:16]([C:20]([O:22][C:23]([CH3:26])([CH3:25])[CH3:24])=[O:21])[CH2:15]2)[C:5]([C:9]([F:12])([F:11])[F:10])=[CH:4][N:3]=1. (4) Given the reactants [C:1]1([C:25]2[CH:30]=[CH:29][CH:28]=[CH:27][CH:26]=2)[CH:6]=[CH:5][C:4]([C@@H:7]([CH2:19][CH:20]2[CH2:24][CH2:23][CH2:22][CH2:21]2)[C:8](N2[C@@H](C(C)C)COC2=O)=[O:9])=[CH:3][CH:2]=1.OO.[OH-:33].[Li+].S([O-])([O-])=O.[Na+].[Na+], predict the reaction product. The product is: [C:1]1([C:25]2[CH:26]=[CH:27][CH:28]=[CH:29][CH:30]=2)[CH:2]=[CH:3][C:4]([C@@H:7]([CH2:19][CH:20]2[CH2:21][CH2:22][CH2:23][CH2:24]2)[C:8]([OH:9])=[O:33])=[CH:5][CH:6]=1. (5) Given the reactants [Cl:1][C:2]1[CH:3]=[C:4]([CH:15]=[C:16]([Cl:18])[CH:17]=1)[CH2:5][C:6]1[C:7]([CH2:13][CH3:14])=[N:8][NH:9][C:10]=1[CH2:11][CH3:12].[O-]CC.[Na+].[CH3:23][O:24][C:25](=[O:29])[CH2:26][CH2:27]Br, predict the reaction product. The product is: [Cl:1][C:2]1[CH:3]=[C:4]([CH:15]=[C:16]([Cl:18])[CH:17]=1)[CH2:5][C:6]1[C:10]([CH2:11][CH3:12])=[N:9][N:8]([CH2:27][CH2:26][C:25]([O:24][CH3:23])=[O:29])[C:7]=1[CH2:13][CH3:14]. (6) Given the reactants [Cl:1][C:2]1[CH:7]=[C:6]([Cl:8])[CH:5]=[CH:4][C:3]=1[C:9](=[O:16])[CH2:10][C:11]1[CH:15]=CN[N:12]=1.[CH3:17][C:18]1[NH:19]C=CN=1, predict the reaction product. The product is: [Cl:1][C:2]1[CH:7]=[C:6]([Cl:8])[CH:5]=[CH:4][C:3]=1[C:9](=[O:16])[CH2:10][C:11]1[N:12]=[C:18]([CH3:17])[NH:19][CH:15]=1. (7) Given the reactants [Cl:1][C:2]1[N:3]=[CH:4][C:5]2[S:10][CH:9]=[C:8]([C:11]([OH:13])=O)[C:6]=2[N:7]=1.[F:14][C:15]1[CH:23]=[C:22]2[C:18]([C:19]([NH2:25])=[N:20][N:21]2[CH3:24])=[CH:17][CH:16]=1.CCN(C(C)C)C(C)C, predict the reaction product. The product is: [F:14][C:15]1[CH:23]=[C:22]2[C:18]([C:19]([NH:25][C:11]([C:8]3[C:6]4[N:7]=[C:2]([Cl:1])[N:3]=[CH:4][C:5]=4[S:10][CH:9]=3)=[O:13])=[N:20][N:21]2[CH3:24])=[CH:17][CH:16]=1.